From a dataset of Full USPTO retrosynthesis dataset with 1.9M reactions from patents (1976-2016). Predict the reactants needed to synthesize the given product. Given the product [Br:8][C:9]1[CH:10]=[C:11]([C:15]2([CH3:28])[N:20]=[C:19]([NH2:21])[C:18]3[CH:24]=[CH:25][CH:26]=[CH:27][C:17]=3[O:16]2)[CH:12]=[CH:13][CH:14]=1, predict the reactants needed to synthesize it. The reactants are: OC(C(F)(F)F)=O.[Br:8][C:9]1[CH:10]=[C:11]([C:15]2([CH3:28])[N:20]=[C:19]([NH:21]OC)[C:18]3[CH:24]=[CH:25][CH:26]=[CH:27][C:17]=3[O:16]2)[CH:12]=[CH:13][CH:14]=1.